Dataset: Full USPTO retrosynthesis dataset with 1.9M reactions from patents (1976-2016). Task: Predict the reactants needed to synthesize the given product. Given the product [NH2:1][C:2]1[C:16]([F:17])=[CH:15][C:5]([O:6][C:7]([CH3:13])([CH3:14])[CH2:8][OH:9])=[C:4]([N:18]2[C:22](=[O:23])[N:21]([CH3:24])[N:20]=[N:19]2)[CH:3]=1, predict the reactants needed to synthesize it. The reactants are: [NH2:1][C:2]1[C:16]([F:17])=[CH:15][C:5]([O:6][C:7]([CH3:14])([CH3:13])[C:8](OCC)=[O:9])=[C:4]([N:18]2[C:22](=[O:23])[N:21]([CH3:24])[N:20]=[N:19]2)[CH:3]=1.[BH4-].[Li+].CO.[OH-].[Na+].